This data is from Full USPTO retrosynthesis dataset with 1.9M reactions from patents (1976-2016). The task is: Predict the reactants needed to synthesize the given product. Given the product [CH3:18][C:19]1[CH:25]=[CH:24][C:23]([CH3:26])=[CH:22][C:20]=1[NH:21][C:2]1[CH:7]=[C:6]([C:8]([F:11])([F:10])[F:9])[N:5]=[C:4]([C:12]2[CH:17]=[N:16][CH:15]=[CH:14][N:13]=2)[N:3]=1, predict the reactants needed to synthesize it. The reactants are: Cl[C:2]1[CH:7]=[C:6]([C:8]([F:11])([F:10])[F:9])[N:5]=[C:4]([C:12]2[CH:17]=[N:16][CH:15]=[CH:14][N:13]=2)[N:3]=1.[CH3:18][C:19]1[CH:25]=[CH:24][C:23]([CH3:26])=[CH:22][C:20]=1[NH2:21].